Dataset: CYP1A2 inhibition data for predicting drug metabolism from PubChem BioAssay. Task: Regression/Classification. Given a drug SMILES string, predict its absorption, distribution, metabolism, or excretion properties. Task type varies by dataset: regression for continuous measurements (e.g., permeability, clearance, half-life) or binary classification for categorical outcomes (e.g., BBB penetration, CYP inhibition). Dataset: cyp1a2_veith. (1) The drug is O=P(Nc1c(Cl)cccc1Cl)(c1ccccc1)c1nc2c(s1)CCCC2. The result is 0 (non-inhibitor). (2) The drug is COC(=O)N1N=C(c2ccccc2)CC1(O)C(F)(F)F. The result is 1 (inhibitor). (3) The compound is COc1cccc(C2=NOC(C(=O)Nc3ccc(OC)c(OC)c3)C2)c1. The result is 1 (inhibitor). (4) The drug is COC(=O)COc1ccc(Cl)cc1C1Nc2ccccc2C(=O)N1c1ccc(OC)cc1. The result is 0 (non-inhibitor). (5) The molecule is COc1ccc(N2CCN(C(CNC(=O)C3CCCCC3)c3cccnc3)CC2)cc1. The result is 0 (non-inhibitor).